This data is from NCI-60 drug combinations with 297,098 pairs across 59 cell lines. The task is: Regression. Given two drug SMILES strings and cell line genomic features, predict the synergy score measuring deviation from expected non-interaction effect. (1) Drug 1: C1=CC(=CC=C1C#N)C(C2=CC=C(C=C2)C#N)N3C=NC=N3. Drug 2: C1C(C(OC1N2C=NC3=C(N=C(N=C32)Cl)N)CO)O. Cell line: MALME-3M. Synergy scores: CSS=25.8, Synergy_ZIP=-8.19, Synergy_Bliss=-7.78, Synergy_Loewe=-20.5, Synergy_HSA=-14.5. (2) Drug 1: CC1C(C(CC(O1)OC2CC(CC3=C2C(=C4C(=C3O)C(=O)C5=C(C4=O)C(=CC=C5)OC)O)(C(=O)CO)O)N)O.Cl. Drug 2: C1CNP(=O)(OC1)N(CCCl)CCCl. Cell line: SF-295. Synergy scores: CSS=1.03, Synergy_ZIP=0.760, Synergy_Bliss=2.11, Synergy_Loewe=3.54, Synergy_HSA=0.318.